Dataset: NCI-60 drug combinations with 297,098 pairs across 59 cell lines. Task: Regression. Given two drug SMILES strings and cell line genomic features, predict the synergy score measuring deviation from expected non-interaction effect. (1) Drug 1: CS(=O)(=O)C1=CC(=C(C=C1)C(=O)NC2=CC(=C(C=C2)Cl)C3=CC=CC=N3)Cl. Drug 2: CC1=C(C(=O)C2=C(C1=O)N3CC4C(C3(C2COC(=O)N)OC)N4)N. Cell line: IGROV1. Synergy scores: CSS=16.0, Synergy_ZIP=-5.47, Synergy_Bliss=2.38, Synergy_Loewe=-7.88, Synergy_HSA=2.62. (2) Drug 1: CC1OCC2C(O1)C(C(C(O2)OC3C4COC(=O)C4C(C5=CC6=C(C=C35)OCO6)C7=CC(=C(C(=C7)OC)O)OC)O)O. Drug 2: N.N.Cl[Pt+2]Cl. Cell line: HCC-2998. Synergy scores: CSS=18.0, Synergy_ZIP=-1.46, Synergy_Bliss=0.138, Synergy_Loewe=-6.77, Synergy_HSA=0.669. (3) Drug 1: C1CCN(CC1)CCOC2=CC=C(C=C2)C(=O)C3=C(SC4=C3C=CC(=C4)O)C5=CC=C(C=C5)O. Drug 2: CC12CCC(CC1=CCC3C2CCC4(C3CC=C4C5=CN=CC=C5)C)O. Cell line: HT29. Synergy scores: CSS=1.10, Synergy_ZIP=1.26, Synergy_Bliss=1.27, Synergy_Loewe=-6.48, Synergy_HSA=-6.06. (4) Drug 1: C1=NC2=C(N1)C(=S)N=C(N2)N. Drug 2: C1C(C(OC1N2C=NC3=C2NC=NCC3O)CO)O. Cell line: SK-MEL-5. Synergy scores: CSS=15.5, Synergy_ZIP=0.954, Synergy_Bliss=-1.21, Synergy_Loewe=-26.8, Synergy_HSA=-4.08. (5) Drug 1: CC1=CC=C(C=C1)C2=CC(=NN2C3=CC=C(C=C3)S(=O)(=O)N)C(F)(F)F. Drug 2: CS(=O)(=O)CCNCC1=CC=C(O1)C2=CC3=C(C=C2)N=CN=C3NC4=CC(=C(C=C4)OCC5=CC(=CC=C5)F)Cl. Cell line: SK-MEL-5. Synergy scores: CSS=1.37, Synergy_ZIP=-0.926, Synergy_Bliss=-1.55, Synergy_Loewe=-1.80, Synergy_HSA=-1.31. (6) Drug 1: CN1CCC(CC1)COC2=C(C=C3C(=C2)N=CN=C3NC4=C(C=C(C=C4)Br)F)OC. Drug 2: CC1=C2C(C(=O)C3(C(CC4C(C3C(C(C2(C)C)(CC1OC(=O)C(C(C5=CC=CC=C5)NC(=O)OC(C)(C)C)O)O)OC(=O)C6=CC=CC=C6)(CO4)OC(=O)C)O)C)O. Cell line: SW-620. Synergy scores: CSS=56.1, Synergy_ZIP=15.4, Synergy_Bliss=14.9, Synergy_Loewe=-22.2, Synergy_HSA=15.2. (7) Drug 1: CC12CCC(CC1=CCC3C2CCC4(C3CC=C4C5=CN=CC=C5)C)O. Drug 2: C1=CC(=C2C(=C1NCCNCCO)C(=O)C3=C(C=CC(=C3C2=O)O)O)NCCNCCO. Cell line: HOP-62. Synergy scores: CSS=67.7, Synergy_ZIP=13.4, Synergy_Bliss=8.68, Synergy_Loewe=-15.7, Synergy_HSA=8.73.